Dataset: Full USPTO retrosynthesis dataset with 1.9M reactions from patents (1976-2016). Task: Predict the reactants needed to synthesize the given product. (1) Given the product [C:20]([C:22]1[C:23]([OH:24])=[N:25][C:4]([CH:1]2[CH2:3][CH2:2]2)=[C:6]2[C:11]=1[CH2:10][CH2:9][N:8]([C:13]([O:15][C:16]([CH3:19])([CH3:18])[CH3:17])=[O:14])[CH2:7]2)#[N:21], predict the reactants needed to synthesize it. The reactants are: [CH:1]1([C:4]([CH:6]2[C:11](=O)[CH2:10][CH2:9][N:8]([C:13]([O:15][C:16]([CH3:19])([CH3:18])[CH3:17])=[O:14])[CH2:7]2)=O)[CH2:3][CH2:2]1.[C:20]([CH2:22][C:23]([NH2:25])=[O:24])#[N:21].C(NCC)C. (2) Given the product [CH3:3][O:4][C:5](=[O:16])[C:6]1[CH:11]=[CH:10][CH:9]=[C:8]([N+:12]([O-:14])=[O:13])[C:7]=1[F:1], predict the reactants needed to synthesize it. The reactants are: [F-:1].[Cs+].[CH3:3][O:4][C:5](=[O:16])[C:6]1[CH:11]=[CH:10][CH:9]=[C:8]([N+:12]([O-:14])=[O:13])[C:7]=1Cl.O. (3) The reactants are: Cl[C:2]1[C:11]([CH3:12])=[C:10]([Cl:13])[C:9]2[C:4](=[C:5]([Cl:15])[C:6]([F:14])=[CH:7][CH:8]=2)[N:3]=1.C([Sn](CCCC)(CCCC)[C:21]1[CH:26]=[CH:25][CH:24]=[CH:23][N:22]=1)CCC. Given the product [Cl:13][C:10]1[C:9]2[C:4](=[C:5]([Cl:15])[C:6]([F:14])=[CH:7][CH:8]=2)[N:3]=[C:2]([C:21]2[CH:26]=[CH:25][CH:24]=[CH:23][N:22]=2)[C:11]=1[CH3:12], predict the reactants needed to synthesize it. (4) Given the product [C:25]([C:27]1[CH:28]=[C:29]([CH:33]=[CH:34][CH:35]=1)[C:30]([NH:1][C:2]1[CH:3]=[C:4]2[C:10]([CH:11]3[CH2:12][CH2:13][N:14]([C:17]([O:19][C:20]([CH3:21])([CH3:23])[CH3:22])=[O:18])[CH2:15][CH2:16]3)=[CH:9][N:8]([CH3:24])[C:5]2=[N:6][CH:7]=1)=[O:31])#[N:26], predict the reactants needed to synthesize it. The reactants are: [NH2:1][C:2]1[CH:3]=[C:4]2[C:10]([CH:11]3[CH2:16][CH2:15][N:14]([C:17]([O:19][C:20]([CH3:23])([CH3:22])[CH3:21])=[O:18])[CH2:13][CH2:12]3)=[CH:9][N:8]([CH3:24])[C:5]2=[N:6][CH:7]=1.[C:25]([C:27]1[CH:28]=[C:29]([CH:33]=[CH:34][CH:35]=1)[C:30](Cl)=[O:31])#[N:26].C(N(CC)CC)C. (5) Given the product [Si:25]([O:24][CH2:23][C:12]1[C:13]([C:17]2[CH:18]=[N:19][N:20]([CH3:22])[CH:21]=2)=[CH:14][CH:15]=[C:16]2[C:11]=1[CH2:10][CH2:9][NH:8]2)([C:28]([CH3:30])([CH3:31])[CH3:29])([CH3:26])[CH3:27], predict the reactants needed to synthesize it. The reactants are: C(OC([N:8]1[C:16]2[C:11](=[C:12]([CH2:23][O:24][Si:25]([C:28]([CH3:31])([CH3:30])[CH3:29])([CH3:27])[CH3:26])[C:13]([C:17]3[CH:18]=[N:19][N:20]([CH3:22])[CH:21]=3)=[CH:14][CH:15]=2)[CH2:10][CH2:9]1)=O)(C)(C)C.FC(F)(F)C(O)=O.O.C([O-])(O)=O.[Na+]. (6) Given the product [C:1]([O:5][C:6](=[O:21])[N:7]([C@H:9]([C:16]1[O:17][CH:18]=[CH:19][CH:20]=1)[C@H:10]([CH3:15])[CH2:11][CH2:12][CH2:13][O:14][Si:27]([C:40]([CH3:43])([CH3:42])[CH3:41])([C:34]1[CH:35]=[CH:36][CH:37]=[CH:38][CH:39]=1)[C:28]1[CH:33]=[CH:32][CH:31]=[CH:30][CH:29]=1)[CH3:8])([CH3:2])([CH3:3])[CH3:4], predict the reactants needed to synthesize it. The reactants are: [C:1]([O:5][C:6](=[O:21])[N:7]([C@H:9]([C:16]1[O:17][CH:18]=[CH:19][CH:20]=1)[C@H:10]([CH3:15])[CH2:11][CH2:12][CH2:13][OH:14])[CH3:8])([CH3:4])([CH3:3])[CH3:2].N1C=CN=C1.[Si:27](Cl)([C:40]([CH3:43])([CH3:42])[CH3:41])([C:34]1[CH:39]=[CH:38][CH:37]=[CH:36][CH:35]=1)[C:28]1[CH:33]=[CH:32][CH:31]=[CH:30][CH:29]=1. (7) Given the product [C:26]([O:25][C:23]([N:3]([CH2:15][NH:14][C:11](=[O:13])[CH3:12])[C@H:4]([C:7]([OH:9])=[O:8])[CH2:5][SeH:6])=[O:24])([CH3:29])([CH3:28])[CH3:27], predict the reactants needed to synthesize it. The reactants are: [BH4-].[Na+].[NH2:3][C@H:4]([C:7]([OH:9])=[O:8])[CH2:5][SeH:6].Cl.[C:11]([NH:14][CH2:15]O)(=[O:13])[CH3:12].C([O-])([O-])=O.[K+].[K+].[C:23](O[C:23]([O:25][C:26]([CH3:29])([CH3:28])[CH3:27])=[O:24])([O:25][C:26]([CH3:29])([CH3:28])[CH3:27])=[O:24]. (8) Given the product [Br:8][C:9]1[CH:16]=[CH:15][C:12]([CH2:13][N:5]=[S:3]([CH3:6])([N:2]([CH3:7])[CH3:1])=[O:4])=[CH:11][CH:10]=1, predict the reactants needed to synthesize it. The reactants are: [CH3:1][N:2]([CH3:7])[S:3]([CH3:6])(=[NH:5])=[O:4].[Br:8][C:9]1[CH:16]=[CH:15][C:12]([CH2:13]Br)=[CH:11][CH:10]=1.CN(C)S(C)(=NS(C1C=CC(C)=CC=1)(=O)=O)=O. (9) Given the product [Cl:1][C:2]1[CH:16]=[CH:15][C:5]([CH2:6][O:7][C:8]2[CH:13]=[CH:12][N:11]([C:18]3[CH:19]=[CH:20][C:21]4[N:25]=[C:24]([CH:26]5[CH2:28][C:27]5([F:30])[F:29])[N:23]([CH3:31])[C:22]=4[CH:32]=3)[C:10](=[O:14])[CH:9]=2)=[CH:4][CH:3]=1, predict the reactants needed to synthesize it. The reactants are: [Cl:1][C:2]1[CH:16]=[CH:15][C:5]([CH2:6][O:7][C:8]2[CH:13]=[CH:12][NH:11][C:10](=[O:14])[CH:9]=2)=[CH:4][CH:3]=1.Br[C:18]1[CH:19]=[CH:20][C:21]2[N:25]=[C:24]([CH:26]3[CH2:28][C:27]3([F:30])[F:29])[N:23]([CH3:31])[C:22]=2[CH:32]=1.C(=O)([O-])[O-].[K+].[K+].CNCCNC.